Dataset: Reaction yield outcomes from USPTO patents with 853,638 reactions. Task: Predict the reaction yield, written as a fraction of the theoretical maximum amount of product (1.0 means a 100% yield; for example, 0.34 means a 34% yield). (1) The reactants are [Cl:1]N1C(=O)CCC1=O.[CH2:9]([N:11]1[C:19]2[C:14](=[C:15]([CH2:20][N:21]3[C:27](=[O:28])[C@@H:26]([NH:29][C:30](=[O:42])[C@@H:31]([N:33]([CH3:41])[C:34](=[O:40])[O:35][C:36]([CH3:39])([CH3:38])[CH3:37])[CH3:32])[CH2:25][O:24][C:23]4[CH:43]=[CH:44][CH:45]=[CH:46][C:22]3=4)[CH:16]=[CH:17][CH:18]=2)[CH:13]=[CH:12]1)[CH3:10]. The yield is 0.910. The catalyst is CN(C=O)C.C([O-])(O)=O.[Na+]. The product is [Cl:1][C:13]1[C:14]2[C:19](=[CH:18][CH:17]=[CH:16][C:15]=2[CH2:20][N:21]2[C:27](=[O:28])[C@@H:26]([NH:29][C:30](=[O:42])[C@@H:31]([N:33]([CH3:41])[C:34](=[O:40])[O:35][C:36]([CH3:39])([CH3:38])[CH3:37])[CH3:32])[CH2:25][O:24][C:23]3[CH:43]=[CH:44][CH:45]=[CH:46][C:22]2=3)[N:11]([CH2:9][CH3:10])[CH:12]=1. (2) The reactants are [CH3:1][O:2][C:3]1[CH:8]=[CH:7][CH:6]=[CH:5][C:4]=1[C:9]1[N:10]=[C:11]2[C:17]([C:18]3[CH:23]=[CH:22][CH:21]=[CH:20][C:19]=3[O:24][CH3:25])=[CH:16][N:15](S(C3C=CC(C)=CC=3)(=O)=O)[C:12]2=[N:13][CH:14]=1.[OH-].[Na+]. The catalyst is CO.O. The product is [CH3:1][O:2][C:3]1[CH:8]=[CH:7][CH:6]=[CH:5][C:4]=1[C:9]1[N:10]=[C:11]2[C:17]([C:18]3[CH:23]=[CH:22][CH:21]=[CH:20][C:19]=3[O:24][CH3:25])=[CH:16][NH:15][C:12]2=[N:13][CH:14]=1. The yield is 0.320. (3) The reactants are [C:1]1([C:6]2[C:10]3[CH2:11][N:12]([C:15]([O:17][C:18]([CH3:21])([CH3:20])[CH3:19])=[O:16])[CH2:13][CH2:14][C:9]=3[NH:8][N:7]=2)[CH2:5][CH2:4][CH2:3][CH:2]=1.[CH2:22]([Zn]CC)C.ClCI.O. The catalyst is C(Cl)Cl. The product is [C:1]12([C:6]3[C:10]4[CH2:11][N:12]([C:15]([O:17][C:18]([CH3:21])([CH3:20])[CH3:19])=[O:16])[CH2:13][CH2:14][C:9]=4[NH:8][N:7]=3)[CH2:22][CH:5]1[CH2:4][CH2:3][CH2:2]2. The yield is 0.382.